From a dataset of Catalyst prediction with 721,799 reactions and 888 catalyst types from USPTO. Predict which catalyst facilitates the given reaction. (1) Reactant: [F:1][C:2]1[CH:7]=[CH:6][C:5]([C:8]2[N:9]([C:30]3[CH:35]=[CH:34][N:33]=[C:32](SC)[N:31]=3)[C:10]3[C:11]([N:29]=2)=[N:12][C:13]([N:16]2[CH2:21][CH2:20][N:19]([C:22]([O:24][C:25]([CH3:28])([CH3:27])[CH3:26])=[O:23])[CH2:18][CH2:17]2)=[CH:14][CH:15]=3)=[CH:4][CH:3]=1.C1C=C(Cl)C=C(C(OO)=O)C=1.[C:49]1([C@@H:55]([NH2:57])[CH3:56])[CH:54]=[CH:53][CH:52]=[CH:51][CH:50]=1. Product: [F:1][C:2]1[CH:7]=[CH:6][C:5]([C:8]2[N:9]([C:30]3[CH:35]=[CH:34][N:33]=[C:32]([NH:57][C@H:55]([C:49]4[CH:54]=[CH:53][CH:52]=[CH:51][CH:50]=4)[CH3:56])[N:31]=3)[C:10]3[C:11]([N:29]=2)=[N:12][C:13]([N:16]2[CH2:21][CH2:20][N:19]([C:22]([O:24][C:25]([CH3:28])([CH3:27])[CH3:26])=[O:23])[CH2:18][CH2:17]2)=[CH:14][CH:15]=3)=[CH:4][CH:3]=1. The catalyst class is: 585. (2) Reactant: O=C1C2C(=CC=CC=2)C(=O)[N:3]1[CH2:12][CH2:13][N:14]1[C:23]2[C:18](=[N:19][CH:20]=[C:21]([CH2:24][C:25]3[CH:30]=[CH:29][C:28]([F:31])=[CH:27][CH:26]=3)[CH:22]=2)[C:17]([OH:32])=[C:16]([C:33](OCC)=[O:34])[C:15]1=[O:38].[N:39]1([CH2:45][CH2:46][CH2:47][NH2:48])[CH2:44][CH2:43][O:42][CH2:41][CH2:40]1.NN. Product: [NH2:3][CH2:12][CH2:13][N:14]1[C:23]2[C:18](=[N:19][CH:20]=[C:21]([CH2:24][C:25]3[CH:30]=[CH:29][C:28]([F:31])=[CH:27][CH:26]=3)[CH:22]=2)[C:17]([OH:32])=[C:16]([C:33]([NH:48][CH2:47][CH2:46][CH2:45][N:39]2[CH2:44][CH2:43][O:42][CH2:41][CH2:40]2)=[O:34])[C:15]1=[O:38]. The catalyst class is: 88. (3) Reactant: F[C:2]1[CH:7]=[C:6]([C:8]2[N:13]3[CH:14]=[CH:15][N:16]=[C:12]3[C:11]([NH:17][C:18]3[CH:23]=[CH:22][C:21]([N:24]4[CH2:29][CH2:28][N:27]([CH3:30])[CH2:26][CH2:25]4)=[CH:20][CH:19]=3)=[N:10][CH:9]=2)[CH:5]=[CH:4][N:3]=1.[NH3:31]. Product: [NH2:31][C:2]1[CH:7]=[C:6]([C:8]2[N:13]3[CH:14]=[CH:15][N:16]=[C:12]3[C:11]([NH:17][C:18]3[CH:23]=[CH:22][C:21]([N:24]4[CH2:29][CH2:28][N:27]([CH3:30])[CH2:26][CH2:25]4)=[CH:20][CH:19]=3)=[N:10][CH:9]=2)[CH:5]=[CH:4][N:3]=1. The catalyst class is: 71.